Dataset: Full USPTO retrosynthesis dataset with 1.9M reactions from patents (1976-2016). Task: Predict the reactants needed to synthesize the given product. (1) Given the product [CH2:1]([C@@H:4]1[CH2:9][C@H:8]([C:10]2[CH:15]=[CH:14][CH:13]=[C:12]([Cl:16])[CH:11]=2)[C@@H:7]([C:17]2[CH:18]=[CH:19][C:20]([Cl:23])=[CH:21][CH:22]=2)[N:6]([CH:24]([CH2:27][CH3:28])[CH2:25][NH:35][CH3:34])[C:5]1=[O:29])[CH:2]=[CH2:3], predict the reactants needed to synthesize it. The reactants are: [CH2:1]([C@@H:4]1[CH2:9][C@H:8]([C:10]2[CH:15]=[CH:14][CH:13]=[C:12]([Cl:16])[CH:11]=2)[C@@H:7]([C:17]2[CH:22]=[CH:21][C:20]([Cl:23])=[CH:19][CH:18]=2)[N:6]([C@@H:24]([CH2:27][CH3:28])[CH:25]=O)[C:5]1=[O:29])[CH:2]=[CH2:3].C(O)(=O)C.[CH3:34][NH2:35].C1COCC1. (2) Given the product [CH3:36][O:37][C:38]1[C:43]2[N:44]=[C:45]([NH:47][C:6](=[O:8])[C:5]3[CH:9]=[CH:10][N:11]=[C:3]([CH3:2])[CH:4]=3)[S:46][C:42]=2[C:41]([N:48]([CH2:50][CH2:51][O:52][CH3:53])[CH3:49])=[CH:40][CH:39]=1, predict the reactants needed to synthesize it. The reactants are: Cl.[CH3:2][C:3]1[CH:4]=[C:5]([CH:9]=[CH:10][N:11]=1)[C:6]([OH:8])=O.CN(C(ON1N=NC2C=CC=NC1=2)=[N+](C)C)C.F[P-](F)(F)(F)(F)F.[CH3:36][O:37][C:38]1[C:43]2[N:44]=[C:45]([NH2:47])[S:46][C:42]=2[C:41]([N:48]([CH2:50][CH2:51][O:52][CH3:53])[CH3:49])=[CH:40][CH:39]=1. (3) The reactants are: [Br:1]N1C(=O)CCC1=O.[CH3:9][O:10][CH2:11][C:12]1[CH:16]=[C:15]([CH3:17])[O:14][N:13]=1.CCOCC. Given the product [Br:1][C:16]1[C:12]([CH2:11][O:10][CH3:9])=[N:13][O:14][C:15]=1[CH3:17], predict the reactants needed to synthesize it. (4) Given the product [F:15][C:12]1([CH2:16][CH2:17][CH:18]2[C:26]3[C:21](=[CH:22][CH:23]=[CH:24][C:25]=3[F:27])[C:20]3=[CH:28][N:29]=[CH:30][N:19]23)[CH2:11][CH2:10][CH:9]([OH:8])[CH2:14][CH2:13]1, predict the reactants needed to synthesize it. The reactants are: [Si]([O:8][CH:9]1[CH2:14][CH2:13][C:12]([CH2:16][CH2:17][CH:18]2[C:26]3[C:21](=[CH:22][CH:23]=[CH:24][C:25]=3[F:27])[C:20]3=[CH:28][N:29]=[CH:30][N:19]23)([F:15])[CH2:11][CH2:10]1)(C(C)(C)C)(C)C. (5) Given the product [F:1][C:2]1[CH:3]=[C:4]([C:8]2[CH:13]=[CH:12][CH:11]=[C:10]([NH2:14])[CH:9]=2)[CH:5]=[CH:6][CH:7]=1, predict the reactants needed to synthesize it. The reactants are: [F:1][C:2]1[CH:3]=[C:4]([C:8]2[CH:13]=[CH:12][CH:11]=[C:10]([N+:14]([O-])=O)[CH:9]=2)[CH:5]=[CH:6][CH:7]=1. (6) Given the product [CH3:53][N:54]([C:55]1[CH:60]=[CH:59][CH:58]=[CH:57][CH:56]=1)[C:2]1[N:7]=[C:6]([CH2:8][CH2:9][O:10][C:11]2[CH:12]=[C:13]3[C:17](=[CH:18][CH:19]=2)[C@H:16]([CH2:20][C:21]([OH:23])=[O:22])[CH2:15][CH2:14]3)[CH:5]=[CH:4][CH:3]=1, predict the reactants needed to synthesize it. The reactants are: Cl[C:2]1[N:7]=[C:6]([CH2:8][CH2:9][O:10][C:11]2[CH:12]=[C:13]3[C:17](=[CH:18][CH:19]=2)[C@H:16]([CH2:20][C:21]([O:23]CC)=[O:22])[CH2:15][CH2:14]3)[CH:5]=[CH:4][CH:3]=1.C(P(C(C)(C)C)C1C=CC=CC=1C1C=CC=CC=1)(C)(C)C.CC(C)([O-])C.[Na+].[CH3:53][NH:54][C:55]1[CH:60]=[CH:59][CH:58]=[CH:57][CH:56]=1.[Li+].[OH-].